Dataset: Full USPTO retrosynthesis dataset with 1.9M reactions from patents (1976-2016). Task: Predict the reactants needed to synthesize the given product. (1) Given the product [F:48][C:49]1[CH:50]=[C:51]([CH2:56][CH:57]([NH:58][C:36](=[O:38])[CH2:35][C:29]2[C:28]3[C:32](=[CH:33][CH:34]=[C:26]([OH:25])[CH:27]=3)[NH:31][CH:30]=2)[C:59]2[N:60]=[CH:61][S:62][C:63]=2[C:64]2[CH:69]=[CH:68][CH:67]=[CH:66][C:65]=2[CH3:70])[CH:52]=[C:53]([F:55])[CH:54]=1, predict the reactants needed to synthesize it. The reactants are: CN(C(ON1N=NC2C=CC=NC1=2)=[N+](C)C)C.F[P-](F)(F)(F)(F)F.[OH:25][C:26]1[CH:27]=[C:28]2[C:32](=[CH:33][CH:34]=1)[NH:31][CH:30]=[C:29]2[CH2:35][C:36]([OH:38])=O.CCN(C(C)C)C(C)C.[F:48][C:49]1[CH:50]=[C:51]([CH2:56][CH:57]([C:59]2[N:60]=[CH:61][S:62][C:63]=2[C:64]2[CH:69]=[CH:68][CH:67]=[CH:66][C:65]=2[CH3:70])[NH2:58])[CH:52]=[C:53]([F:55])[CH:54]=1. (2) The reactants are: S(Cl)(Cl)=O.[C:5]([NH:8][C@H:9]([C:12]([OH:14])=[O:13])[CH2:10][SH:11])(=[O:7])[CH3:6].[CH3:15]O. Given the product [CH3:15][O:13][C:12](=[O:14])[C@H:9]([CH2:10][SH:11])[NH:8][C:5](=[O:7])[CH3:6], predict the reactants needed to synthesize it. (3) Given the product [CH3:20][O:19][CH2:18][C:14]1[CH:13]=[C:12]([C:10]2[O:11][CH:1]=[N:4][C:5]=2[C:6]([O:8][CH3:9])=[O:7])[CH:17]=[CH:16][CH:15]=1, predict the reactants needed to synthesize it. The reactants are: [C:1]([NH:4][CH:5]([C:10]([C:12]1[CH:17]=[CH:16][CH:15]=[C:14]([CH2:18][O:19][CH3:20])[CH:13]=1)=[O:11])[C:6]([O:8][CH3:9])=[O:7])(=O)C.O=P(Cl)(Cl)Cl.O.[OH-].[Na+]. (4) The reactants are: [C:1]1([N:7]2[C:12](=[O:13])[C:11]3[S:14][CH:15]=[C:16]([C:17]4[CH:22]=[CH:21][CH:20]=[CH:19][CH:18]=4)[C:10]=3[N:9]=[CH:8]2)[CH:6]=[CH:5][CH:4]=[CH:3][CH:2]=1.NC1C(C2C=CC=C([Cl:35])C=2)=CSC=1C(OC)=O.C([O:47][CH2:48]C)(OCC)OCC.COC1C=CC(N)=CC=1. Given the product [Cl:35][C:21]1[CH:22]=[C:17]([C:16]2[C:10]3[N:9]=[CH:8][N:7]([C:1]4[CH:6]=[CH:5][C:4]([O:47][CH3:48])=[CH:3][CH:2]=4)[C:12](=[O:13])[C:11]=3[S:14][CH:15]=2)[CH:18]=[CH:19][CH:20]=1, predict the reactants needed to synthesize it. (5) Given the product [C:3]([O:7][C:8](=[O:23])[N:9]([C:10]1[N:11]=[C:12]([CH2:15][CH2:16][CH2:17][CH2:18][C:19]([F:22])([F:21])[CH3:20])[O:13][CH:14]=1)[C:32]([C:30]1[N:31]=[C:27]([CH3:26])[O:28][C:29]=1[C:35]1[CH:36]=[C:37]([CH3:41])[CH:38]=[CH:39][CH:40]=1)=[O:33])([CH3:6])([CH3:4])[CH3:5], predict the reactants needed to synthesize it. The reactants are: N#N.[C:3]([O:7][C:8](=[O:23])[NH:9][C:10]1[N:11]=[C:12]([CH2:15][CH2:16][CH2:17][CH2:18][C:19]([F:22])([F:21])[CH3:20])[O:13][CH:14]=1)([CH3:6])([CH3:5])[CH3:4].[H-].[Na+].[CH3:26][C:27]1[O:28][C:29]([C:35]2[CH:36]=[C:37]([CH3:41])[CH:38]=[CH:39][CH:40]=2)=[C:30]([C:32](Cl)=[O:33])[N:31]=1. (6) Given the product [CH2:1]([O:8][CH2:9][CH:10]([OH:11])[CH2:14][OH:13])[C:2]1[CH:7]=[CH:6][CH:5]=[CH:4][CH:3]=1, predict the reactants needed to synthesize it. The reactants are: [CH2:1]([O:8][CH2:9][CH:10]1[CH2:14][O:13]C(C)(C)[O:11]1)[C:2]1[CH:7]=[CH:6][CH:5]=[CH:4][CH:3]=1.Cl.C([O-])(O)=O.[Na+].O. (7) Given the product [Br:1][C:2]1[CH:11]=[C:6]2[C:5](=[CH:4][CH:3]=1)[NH:12][C:13](=[O:21])[CH:14]([C:15]1[CH:16]=[N:17][CH:18]=[CH:19][CH:20]=1)[C:7]2=[O:9], predict the reactants needed to synthesize it. The reactants are: [Br:1][C:2]1[CH:3]=[CH:4][C:5]([NH:12][C:13](=[O:21])[CH2:14][C:15]2[CH:16]=[N:17][CH:18]=[CH:19][CH:20]=2)=[C:6]([CH:11]=1)[C:7]([O:9]C)=O.CO[Na]. (8) Given the product [NH2:1][C:2]1[C:3]([F:10])=[CH:4][C:5]([C:6]#[N:7])=[CH:8][C:9]=1[Br:11], predict the reactants needed to synthesize it. The reactants are: [NH2:1][C:2]1[CH:9]=[CH:8][C:5]([C:6]#[N:7])=[CH:4][C:3]=1[F:10].[Br:11]Br. (9) Given the product [C:36]([OH:43])(=[O:42])/[CH:37]=[CH:38]/[C:39]([OH:41])=[O:40].[F:24][C:25]1[CH:26]=[C:27]([CH:28]=[CH:29][C:30]=1[C:31]([F:32])([F:33])[F:34])[O:1][C@@H:2]([C:18]1[CH:19]=[CH:20][CH:21]=[CH:22][CH:23]=1)[CH2:3][CH2:4][CH2:5][CH2:6][NH2:7], predict the reactants needed to synthesize it. The reactants are: [OH:1][C@H:2]([C:18]1[CH:23]=[CH:22][CH:21]=[CH:20][CH:19]=1)[CH2:3][CH2:4][CH2:5][CH2:6][N:7]1C(=O)C2C(=CC=CC=2)C1=O.[F:24][C:25]1[CH:26]=[C:27](O)[CH:28]=[CH:29][C:30]=1[C:31]([F:34])([F:33])[F:32].[C:36]([OH:43])(=[O:42])/[CH:37]=[CH:38]/[C:39]([OH:41])=[O:40].C1([C@@H](OC2C=CC(C(F)(F)F)=CC=2)CCCCN)C=CC=CC=1.